This data is from Experimentally validated miRNA-target interactions with 360,000+ pairs, plus equal number of negative samples. The task is: Binary Classification. Given a miRNA mature sequence and a target amino acid sequence, predict their likelihood of interaction. The miRNA is ath-miR167a-5p with sequence UGAAGCUGCCAGCAUGAUCUA. The protein sequence of the target gene is MTDFKLGIVRLGRVAGKTKYTLIDEQDIPLVESYSFEARMEVDADGNGAKIFAYAFDKNRGRGSGRLLHELLWERHRGGVAPGFQVVHLNAVTVDNRLDNLQLVPWGWRPKAEETSSKQREQSLYWLAIQQLPTDPIEEQFPVLNVTRYYNANGDVVEEEENSCTYYECHYPPCTVIEKQLREFNICGRCQVARYCGSQCQQKDWPAHKKHCRERKRPFQHELEPER. Result: 0 (no interaction).